This data is from Ames mutagenicity test results for genotoxicity prediction. The task is: Regression/Classification. Given a drug SMILES string, predict its toxicity properties. Task type varies by dataset: regression for continuous values (e.g., LD50, hERG inhibition percentage) or binary classification for toxic/non-toxic outcomes (e.g., AMES mutagenicity, cardiotoxicity, hepatotoxicity). Dataset: ames. The compound is CC(=O)Oc1ccc(CCl)cc1. The result is 1 (mutagenic).